From a dataset of Catalyst prediction with 721,799 reactions and 888 catalyst types from USPTO. Predict which catalyst facilitates the given reaction. Product: [CH3:29][S:30]([OH:33])(=[O:32])=[O:31].[CH:1]1[CH:2]=[CH:3][C:4]2[S:9][N:8]=[C:7]([N:10]3[CH2:11][CH2:12][N:13]([CH2:16][CH2:17][C:18]4[CH:19]=[C:20]5[CH2:28][C:26](=[O:27])[NH:25][C:21]5=[CH:22][C:23]=4[Cl:24])[CH2:14][CH2:15]3)[C:5]=2[CH:6]=1. Reactant: [CH:1]1[CH:2]=[CH:3][C:4]2[S:9][N:8]=[C:7]([N:10]3[CH2:15][CH2:14][N:13]([CH2:16][CH2:17][C:18]4[CH:19]=[C:20]5[CH2:28][C:26](=[O:27])[NH:25][C:21]5=[CH:22][C:23]=4[Cl:24])[CH2:12][CH2:11]3)[C:5]=2[CH:6]=1.[CH3:29][S:30]([OH:33])(=[O:32])=[O:31]. The catalyst class is: 32.